From a dataset of Full USPTO retrosynthesis dataset with 1.9M reactions from patents (1976-2016). Predict the reactants needed to synthesize the given product. (1) Given the product [Br:33][C:34]1[N:39]2[CH:40]=[CH:41][N:42]=[C:38]2[C:37]([NH:56][C:53]2[CH:54]=[CH:55][C:50]([C:47]3[N:48]=[N:49][N:45]([CH3:44])[N:46]=3)=[CH:51][CH:52]=2)=[N:36][CH:35]=1, predict the reactants needed to synthesize it. The reactants are: OC1C=CC(CNC(=O)C2C=CC(NC3C4N(C=CN=4)C(C4C=NNC=4)=CN=3)=CC=2)=CC=1.[Br:33][C:34]1[N:39]2[CH:40]=[CH:41][N:42]=[C:38]2[C:37](Br)=[N:36][CH:35]=1.[CH3:44][N:45]1[N:49]=[N:48][C:47]([C:50]2[CH:55]=[CH:54][C:53]([NH2:56])=[CH:52][CH:51]=2)=[N:46]1.CC([O-])(C)C.[Na+].CC1(C)C2C(=C(P(C3C=CC=CC=3)C3C=CC=CC=3)C=CC=2)OC2C(P(C3C=CC=CC=3)C3C=CC=CC=3)=CC=CC1=2. (2) Given the product [ClH:33].[NH:23]1[CH2:24][CH2:25][CH:20]([C:17]2[S:18][CH:19]=[C:15]([C:12]3[CH2:11][CH:10]([C:5]4[CH:6]=[CH:7][CH:8]=[CH:9][C:4]=4[C:1](=[O:3])[CH3:2])[O:14][N:13]=3)[N:16]=2)[CH2:21][CH2:22]1, predict the reactants needed to synthesize it. The reactants are: [C:1]([C:4]1[CH:9]=[CH:8][CH:7]=[CH:6][C:5]=1[CH:10]1[O:14][N:13]=[C:12]([C:15]2[N:16]=[C:17]([CH:20]3[CH2:25][CH2:24][N:23](C(OC(C)(C)C)=O)[CH2:22][CH2:21]3)[S:18][CH:19]=2)[CH2:11]1)(=[O:3])[CH3:2].[ClH:33]. (3) Given the product [C:2]([CH:4]1[CH2:7][N:6]([C:64]([C@H:63]([NH:8][C:36]([C:25]2[C:23]3[C:22](=[N:21][CH:20]=[C:19]([C:17]4[CH:16]=[N:15][N:14]([CH3:13])[CH:18]=4)[N:24]=3)[NH:27][CH:26]=2)=[O:38])[C:39]([CH3:42])([CH3:41])[CH3:40])=[O:66])[CH2:5]1)#[N:3], predict the reactants needed to synthesize it. The reactants are: Cl.[C:2]([CH:4]1[CH2:7][NH:6][CH2:5]1)#[N:3].[NH:8]1CCCC1.[CH3:13][N:14]1[CH:18]=[C:17]([C:19]2[N:24]=[C:23]3[C:25]([C:36]([OH:38])=O)=[CH:26][N:27](COCC[Si](C)(C)C)[C:22]3=[N:21][CH:20]=2)[CH:16]=[N:15]1.[CH:39]1([C:42]2N=C3C(C(O)=O)=CN(COCC[Si](C)(C)C)C3=NC=2)[CH2:41][CH2:40]1.F[C:63](F)(F)[C:64]([OH:66])=O. (4) Given the product [Cl:1][C:2]1[CH:7]=[CH:6][C:5]([Cl:8])=[CH:4][C:3]=1[CH2:9][C:10]1[O:14][CH:13]=[N:12][C:11]=1[C:15]([OH:17])=[O:16], predict the reactants needed to synthesize it. The reactants are: [Cl:1][C:2]1[CH:7]=[CH:6][C:5]([Cl:8])=[CH:4][C:3]=1[CH2:9][C:10]1[O:14][CH:13]=[N:12][C:11]=1[C:15]([O:17]CC)=[O:16].[Li+].[OH-].Cl.